Dataset: Reaction yield outcomes from USPTO patents with 853,638 reactions. Task: Predict the reaction yield, written as a fraction of the theoretical maximum amount of product (1.0 means a 100% yield; for example, 0.34 means a 34% yield). (1) The reactants are [CH3:1][O:2][C:3]1[CH:4]=[C:5]2[C:10](=[CH:11][C:12]=1[O:13][CH2:14][CH2:15][O:16][CH3:17])[N:9]=[CH:8][N:7]=[C:6]2[O:18][C:19]1[CH:20]=[C:21]([CH:23]=[CH:24][CH:25]=1)[NH2:22].[CH:26]([C:29]1[CH:33]=[C:32]([NH:34][C:35](=O)[O:36]C2C=CC=CC=2)[O:31][N:30]=1)([CH3:28])[CH3:27]. No catalyst specified. The product is [CH:26]([C:29]1[CH:33]=[C:32]([NH:34][C:35]([NH:22][C:21]2[CH:23]=[CH:24][CH:25]=[C:19]([O:18][C:6]3[C:5]4[C:10](=[CH:11][C:12]([O:13][CH2:14][CH2:15][O:16][CH3:17])=[C:3]([O:2][CH3:1])[CH:4]=4)[N:9]=[CH:8][N:7]=3)[CH:20]=2)=[O:36])[O:31][N:30]=1)([CH3:28])[CH3:27]. The yield is 0.540. (2) The reactants are [F:1][C:2]1[CH:3]=[CH:4][C:5]([C:8]2[N:12]=[N:11][N:10]([CH3:13])[C:9]=2[CH2:14][O:15][C:16]2[CH:24]=[CH:23][C:19]([C:20]([OH:22])=O)=[CH:18][N:17]=2)=[N:6][CH:7]=1.[NH2:25][C:26]([CH3:30])([CH3:29])[CH2:27][OH:28]. No catalyst specified. The product is [F:1][C:2]1[CH:3]=[CH:4][C:5]([C:8]2[N:12]=[N:11][N:10]([CH3:13])[C:9]=2[CH2:14][O:15][C:16]2[CH:24]=[CH:23][C:19]([C:20]([NH:25][C:26]([CH3:30])([CH3:29])[CH2:27][OH:28])=[O:22])=[CH:18][N:17]=2)=[N:6][CH:7]=1. The yield is 0.970. (3) The reactants are C(O)(=O)C.[CH:5]([NH2:7])=[NH:6].C[O-].[Na+].CO.[CH3:13][C:14]([CH3:23])([CH3:22])[CH2:15][C:16](=O)[C:17](OC)=[O:18]. The catalyst is O.C(O)(=O)C. The product is [OH:18][C:17]1[CH:16]=[C:15]([C:14]([CH3:23])([CH3:22])[CH3:13])[N:7]=[CH:5][N:6]=1. The yield is 0.490. (4) The product is [C:12]([O:11][C:9]([N:16]1[C:24]2[C:19](=[CH:20][C:21]([CH:25]=[O:26])=[CH:22][CH:23]=2)[CH:18]=[N:17]1)=[O:10])([CH3:13])([CH3:14])[CH3:15]. The catalyst is CN(C)C1C=CN=CC=1.C(Cl)Cl. The reactants are [C:12]([O:11][C:9](O[C:9]([O:11][C:12]([CH3:15])([CH3:14])[CH3:13])=[O:10])=[O:10])([CH3:15])([CH3:14])[CH3:13].[NH:16]1[C:24]2[C:19](=[CH:20][C:21]([CH:25]=[O:26])=[CH:22][CH:23]=2)[CH:18]=[N:17]1.C(N(CC)CC)C. The yield is 0.900. (5) The product is [CH3:21][Si:22]([CH3:24])([CH3:23])[O:1][C@@H:2]1[C@@H:7]([O:8][Si:22]([CH3:24])([CH3:23])[CH3:21])[C@H:6]([O:9][Si:22]([CH3:24])([CH3:23])[CH3:21])[C@@H:5]([CH2:10][O:11][Si:22]([CH3:24])([CH3:23])[CH3:21])[O:4][C:3]1=[O:12]. The reactants are [OH:1][C@@H:2]1[C@@H:7]([OH:8])[C@H:6]([OH:9])[C@@H:5]([CH2:10][OH:11])[O:4][C:3]1=[O:12].CN1CCOCC1.[Cl-].[CH3:21][SiH:22]([CH3:24])[CH3:23].C1(C)C=CC=CC=1. The yield is 1.00. The catalyst is O1CCCC1.O.